Task: Regression. Given a peptide amino acid sequence and an MHC pseudo amino acid sequence, predict their binding affinity value. This is MHC class I binding data.. Dataset: Peptide-MHC class I binding affinity with 185,985 pairs from IEDB/IMGT The binding affinity (normalized) is 0.0452. The peptide sequence is PEDQGNPIVL. The MHC is HLA-B40:01 with pseudo-sequence HLA-B40:01.